Dataset: Forward reaction prediction with 1.9M reactions from USPTO patents (1976-2016). Task: Predict the product of the given reaction. (1) Given the reactants N[C@H](C(O)=O)CCC(=O)N.P([O-])([O-])([O-])=O.Cl.NO.[NH2:19][C@H:20]([C:26]([O-:28])=[O:27])[CH2:21][CH2:22][C:23]([O-:25])=[O:24], predict the reaction product. The product is: [NH2:19][C@H:20]([C:26]([OH:28])=[O:27])[CH2:21][CH2:22][C:23]([OH:25])=[O:24]. (2) Given the reactants [CH:1]1([N:4]2[C:8]3[C:9]([O:19][C@@H:20]([C@H:22]4[CH2:26][NH:25][C:24](=[O:27])[CH2:23]4)[CH3:21])=[CH:10][C:11]([C:13]4[CH:18]=[CH:17][CH:16]=[CH:15][CH:14]=4)=[CH:12][C:7]=3[N:6]=[CH:5]2)[CH2:3][CH2:2]1.[CH3:28][N:29]1C2C(=CC(B3OC(C)(C)C(C)(C)O3)=CC=2)[N:32]([C:48]([O:50][C:51]([CH3:54])([CH3:53])[CH3:52])=[O:49])[CH2:31][CH2:30]1, predict the reaction product. The product is: [CH:1]1([N:4]2[C:8]3[C:9]([O:19][C@@H:20]([C@@H:22]4[CH2:23][C:24](=[O:27])[NH:25][CH2:26]4)[CH3:21])=[CH:10][C:11]([C:13]4[CH:18]=[C:17]5[C:16]([N:29]([CH3:28])[CH2:30][CH2:31][N:32]5[C:48]([O:50][C:51]([CH3:53])([CH3:52])[CH3:54])=[O:49])=[CH:15][CH:14]=4)=[CH:12][C:7]=3[N:6]=[CH:5]2)[CH2:2][CH2:3]1. (3) Given the reactants [Cl-].[Cl:2][C:3]1[CH:28]=[CH:27][C:6]([CH2:7][P+](C2C=CC=CC=2)(C2C=CC=CC=2)C2C=CC=CC=2)=[CH:5][CH:4]=1.[H-].[Na+].[Br:31][C:32]1[CH:33]=[C:34]([CH:37]=O)[S:35][CH:36]=1, predict the reaction product. The product is: [Br:31][C:32]1[CH:33]=[C:34]([CH:37]=[CH:7][C:6]2[CH:5]=[CH:4][C:3]([Cl:2])=[CH:28][CH:27]=2)[S:35][CH:36]=1. (4) Given the reactants [C:1]([C:5]1[CH:6]=[C:7]([CH:10]=[C:11]([C:14]([CH3:17])([CH3:16])[CH3:15])[C:12]=1[OH:13])[CH:8]=O)([CH3:4])([CH3:3])[CH3:2].[Cl:18][C:19]1[CH:30]=[CH:29][C:22]([NH:23][C:24](=[O:28])[CH2:25][C:26]#[N:27])=[CH:21][CH:20]=1, predict the reaction product. The product is: [Cl:18][C:19]1[CH:20]=[CH:21][C:22]([NH:23][C:24](=[O:28])[C:25]([C:26]#[N:27])=[CH:8][C:7]2[CH:6]=[C:5]([C:1]([CH3:2])([CH3:4])[CH3:3])[C:12]([OH:13])=[C:11]([C:14]([CH3:15])([CH3:16])[CH3:17])[CH:10]=2)=[CH:29][CH:30]=1. (5) Given the reactants [C:1]([O:5][C:6]([NH:8][C@@H:9]([C:12]([OH:14])=[O:13])[CH2:10][OH:11])=[O:7])([CH3:4])([CH3:3])[CH3:2].[H-].[Na+].[Cl:17][C:18]1[CH:23]=[C:22]([CH2:24]Cl)[CH:21]=[C:20]([Cl:26])[CH:19]=1.Cl, predict the reaction product. The product is: [C:1]([O:5][C:6]([NH:8][CH:9]([CH2:10][O:11][CH2:24][C:22]1[CH:23]=[C:18]([Cl:17])[CH:19]=[C:20]([Cl:26])[CH:21]=1)[C:12]([OH:14])=[O:13])=[O:7])([CH3:4])([CH3:2])[CH3:3].